The task is: Predict the reactants needed to synthesize the given product.. This data is from Full USPTO retrosynthesis dataset with 1.9M reactions from patents (1976-2016). (1) Given the product [N+:8]([C:5]1[CH:6]=[CH:7][C:2]([NH:19][CH2:20][CH2:21][O:22][CH2:23][CH2:24][OH:18])=[C:3]([CH3:11])[CH:4]=1)([O-:10])=[O:9], predict the reactants needed to synthesize it. The reactants are: F[C:2]1[CH:7]=[CH:6][C:5]([N+:8]([O-:10])=[O:9])=[CH:4][C:3]=1[CH3:11].CN1CCCC1=[O:18].[NH2:19][CH2:20][CH2:21][O:22][CH:23](O)[CH3:24].C([O-])([O-])=O.[K+].[K+]. (2) Given the product [CH2:1]([NH:5][C:6]1[N:11]=[C:10]([NH:12][C@H:13]2[CH2:14][CH2:15][C@H:16]([OH:19])[CH2:17][CH2:18]2)[C:9]([C:20]2[CH:25]=[CH:24][C:23]([CH2:26][CH:27]3[CH2:32][CH2:31][N:30]([CH:36]([CH3:38])[CH3:37])[CH2:29][CH2:28]3)=[CH:22][N:21]=2)=[CH:8][N:7]=1)[CH2:2][CH2:3][CH3:4], predict the reactants needed to synthesize it. The reactants are: [CH2:1]([NH:5][C:6]1[N:11]=[C:10]([NH:12][C@H:13]2[CH2:18][CH2:17][C@H:16]([OH:19])[CH2:15][CH2:14]2)[C:9]([C:20]2[CH:25]=[CH:24][C:23]([CH2:26][CH:27]3[CH2:32][CH2:31][NH:30][CH2:29][CH2:28]3)=[CH:22][N:21]=2)=[CH:8][N:7]=1)[CH2:2][CH2:3][CH3:4].CCN(C(C)C)[CH:36]([CH3:38])[CH3:37].C(I)(C)C.